This data is from Catalyst prediction with 721,799 reactions and 888 catalyst types from USPTO. The task is: Predict which catalyst facilitates the given reaction. (1) Reactant: [C:1]([C:5]1[CH:10]=[CH:9][C:8]([N+:11]([O-])=O)=[CH:7][C:6]=1[N:14]1[CH2:18][CH2:17][CH2:16][CH2:15]1)([CH3:4])([CH3:3])[CH3:2]. Product: [C:1]([C:5]1[CH:10]=[CH:9][C:8]([NH2:11])=[CH:7][C:6]=1[N:14]1[CH2:15][CH2:16][CH2:17][CH2:18]1)([CH3:4])([CH3:2])[CH3:3]. The catalyst class is: 45. (2) Reactant: [NH2:1][C:2]1[C:7]([C:8](OC)=[O:9])=[CH:6][CH:5]=[C:4]([C:12]([F:15])([F:14])[F:13])[N:3]=1.[H-].[Al+3].[Li+].[H-].[H-].[H-].O.[OH-].[Na+]. Product: [NH2:1][C:2]1[C:7]([CH2:8][OH:9])=[CH:6][CH:5]=[C:4]([C:12]([F:14])([F:13])[F:15])[N:3]=1. The catalyst class is: 54. (3) Product: [CH2:8]([O:10][C:11]([C:13]1[S:17][C:16]([C:18]2[CH:23]=[CH:22][C:21]([OH:24])=[C:20]([C:25]#[N:2])[CH:19]=2)=[N:15][C:14]=1[CH3:27])=[O:12])[CH3:9]. Reactant: Cl.[NH2:2]O.C([O-])=O.[Na+].[CH2:8]([O:10][C:11]([C:13]1[S:17][C:16]([C:18]2[CH:23]=[CH:22][C:21]([OH:24])=[C:20]([CH:25]=O)[CH:19]=2)=[N:15][C:14]=1[CH3:27])=[O:12])[CH3:9].O. The catalyst class is: 106. (4) Reactant: [CH3:1][C:2]1([CH3:17])[C:6]([CH3:8])([CH3:7])[O:5][B:4]([C:9]2[CH:10]=[CH:11][C:12]([CH2:15][NH2:16])=[N:13][CH:14]=2)[O:3]1.[CH2:18]([N:20]=[C:21]=[O:22])[CH3:19].C([O-])(O)=O.[Na+]. Product: [CH2:18]([NH:20][C:21]([NH:16][CH2:15][C:12]1[CH:11]=[CH:10][C:9]([B:4]2[O:3][C:2]([CH3:17])([CH3:1])[C:6]([CH3:7])([CH3:8])[O:5]2)=[CH:14][N:13]=1)=[O:22])[CH3:19]. The catalyst class is: 17. (5) Reactant: [Cl:1][C:2]1[CH:10]=[CH:9][C:8]([C:11]2[N:12]([C:22]([O:24][C:25]([CH3:28])([CH3:27])[CH3:26])=[O:23])[C:13]3[C:18]([CH:19]=2)=[CH:17][C:16]([CH:20]=O)=[CH:15][CH:14]=3)=[C:7]2[C:3]=1[CH2:4][NH:5][C:6]2=[O:29].[OH:30][CH2:31][CH2:32][N:33]1[CH2:38][CH2:37][NH:36][CH2:35][CH2:34]1.C(O)(=O)C.C(O[BH-](OC(=O)C)OC(=O)C)(=O)C.[Na+].C(=O)([O-])[O-].[Na+].[Na+]. Product: [Cl:1][C:2]1[CH:10]=[CH:9][C:8]([C:11]2[N:12]([C:22]([O:24][C:25]([CH3:27])([CH3:26])[CH3:28])=[O:23])[C:13]3[C:18]([CH:19]=2)=[CH:17][C:16]([CH2:20][N:36]2[CH2:37][CH2:38][N:33]([CH2:32][CH2:31][OH:30])[CH2:34][CH2:35]2)=[CH:15][CH:14]=3)=[C:7]2[C:3]=1[CH2:4][NH:5][C:6]2=[O:29]. The catalyst class is: 47. (6) Reactant: [OH:1][C:2]1[CH:7]=[CH:6][C:5]([C:8]2[CH:13]=[CH:12][C:11]([C:14]([OH:16])=[O:15])=[CH:10][CH:9]=2)=[CH:4][CH:3]=1.[OH-].[K+].[CH2:19](Cl)[CH:20]=[CH:21][CH3:22]. Product: [CH2:19]([O:1][C:2]1[CH:3]=[CH:4][C:5]([C:8]2[CH:13]=[CH:12][C:11]([C:14]([OH:16])=[O:15])=[CH:10][CH:9]=2)=[CH:6][CH:7]=1)[CH:20]=[CH:21][CH3:22]. The catalyst class is: 8.